Predict the product of the given reaction. From a dataset of Forward reaction prediction with 1.9M reactions from USPTO patents (1976-2016). (1) Given the reactants Cl.[NH2:2][C@@H:3]([CH2:24][CH:25]1[CH2:30][CH2:29][CH2:28][CH2:27][CH2:26]1)[C:4]([NH:6][C@H:7]1[CH2:13][CH2:12][CH2:11][N:10]([S:14]([C:17]2[CH:22]=[CH:21][CH:20]=[CH:19][N:18]=2)(=[O:16])=[O:15])[CH2:9][C@@H:8]1[OH:23])=[O:5].[CH3:31][C:32]1[O:36][N:35]=[C:34](C(O)=O)[CH:33]=1.C[C:41](OI1(OC(C)=O)(OC(C)=O)OC(=O)C2C=CC=CC1=2)=[O:42], predict the reaction product. The product is: [CH:25]1([CH2:24][C@H:3]([NH:2][C:41]([C:33]2[CH:34]=[N:35][O:36][C:32]=2[CH3:31])=[O:42])[C:4](=[O:5])[NH:6][C@H:7]2[CH2:13][CH2:12][CH2:11][N:10]([S:14]([C:17]3[CH:22]=[CH:21][CH:20]=[CH:19][N:18]=3)(=[O:15])=[O:16])[CH2:9][C:8]2=[O:23])[CH2:30][CH2:29][CH2:28][CH2:27][CH2:26]1. (2) The product is: [C:1]([N:4]1[CH2:5][CH2:6][C:7]2[C:14]([I:18])=[CH:13][C:12]([N+:15]([O-:17])=[O:16])=[CH:11][C:8]=2[CH2:9][CH2:10]1)(=[O:3])[CH3:2]. Given the reactants [C:1]([N:4]1[CH2:10][CH2:9][C:8]2[CH:11]=[C:12]([N+:15]([O-:17])=[O:16])[CH:13]=[CH:14][C:7]=2[CH2:6][CH2:5]1)(=[O:3])[CH3:2].[I:18]N1C(=O)CCC1=O, predict the reaction product. (3) Given the reactants [CH3:1][C:2]1([C:15]([O:17]CC)=[O:16])[CH:6]=[CH:5][N:4]([C:7]2[CH:12]=[CH:11][C:10]([O:13][CH3:14])=[CH:9][CH:8]=2)[NH:3]1.[OH-].[K+], predict the reaction product. The product is: [CH3:1][C:2]1([C:15]([OH:17])=[O:16])[CH:6]=[CH:5][N:4]([C:7]2[CH:12]=[CH:11][C:10]([O:13][CH3:14])=[CH:9][CH:8]=2)[NH:3]1. (4) Given the reactants C([N:8]1[CH2:12][CH:11]2[CH2:13][O:14][C:15]([CH3:19])([CH3:18])[O:16][CH2:17][CH:10]2[O:9]1)C1C=CC=CC=1.C(N(CC)CC)C.Cl[C:28]([O:30][CH2:31][C:32]1[CH:37]=[CH:36][CH:35]=[CH:34][CH:33]=1)=[O:29].C(Cl)(Cl)Cl, predict the reaction product. The product is: [OH:9][CH:10]1[CH2:17][O:16][C:15]([CH3:18])([CH3:19])[O:14][CH2:13][CH:11]1[CH2:12][NH:8][C:28](=[O:29])[O:30][CH2:31][C:32]1[CH:37]=[CH:36][CH:35]=[CH:34][CH:33]=1. (5) Given the reactants [CH2:1]([C:15]1[CH:21]=[CH:20][C:18]([NH2:19])=[CH:17][CH:16]=1)[CH2:2][CH2:3][CH2:4][CH2:5][CH2:6][CH2:7][CH2:8][CH2:9][CH2:10][CH2:11][CH2:12][CH2:13][CH3:14].O.[N:23]([O-])=O.[Na+].[CH2:27]([CH:29]([CH2:42][CH2:43][CH2:44][CH3:45])[CH2:30][N:31]1[C:36]([OH:37])=[CH:35][C:34]([CH3:38])=[C:33]([C:39]#[N:40])[C:32]1=[O:41])[CH3:28], predict the reaction product. The product is: [CH2:27]([CH:29]([CH2:42][CH2:43][CH2:44][CH3:45])[CH2:30][N:31]1[C:36]([OH:37])=[C:35](/[N:23]=[N:19]/[C:18]2[CH:17]=[CH:16][C:15]([CH2:1][CH2:2][CH2:3][CH2:4][CH2:5][CH2:6][CH2:7][CH2:8][CH2:9][CH2:10][CH2:11][CH2:12][CH2:13][CH3:14])=[CH:21][CH:20]=2)[C:34]([CH3:38])=[C:33]([C:39]#[N:40])[C:32]1=[O:41])[CH3:28].